From a dataset of Catalyst prediction with 721,799 reactions and 888 catalyst types from USPTO. Predict which catalyst facilitates the given reaction. (1) Reactant: [CH:1]([CH:3]1[C:12]2[C:7](=[C:8]([C:13]#[N:14])[CH:9]=[CH:10][CH:11]=2)[CH2:6][O:5][CH2:4]1)=C.[O:15]=[O+][O-].S(C)C. Product: [CH:1]([CH:3]1[C:12]2[C:7](=[C:8]([C:13]#[N:14])[CH:9]=[CH:10][CH:11]=2)[CH2:6][O:5][CH2:4]1)=[O:15]. The catalyst class is: 2. (2) Reactant: [CH:1]1([CH2:4][O:5][CH2:6][CH:7]2[CH2:11][CH2:10][N:9](C(OC(C)(C)C)=O)[CH2:8]2)[CH2:3][CH2:2]1.Cl. Product: [CH:1]1([CH2:4][O:5][CH2:6][CH:7]2[CH2:11][CH2:10][NH:9][CH2:8]2)[CH2:2][CH2:3]1. The catalyst class is: 32. (3) Reactant: [NH2:1][C:2]1[CH:7]=[CH:6][CH:5]=[CH:4][CH:3]=1.C(N(CC)CC)C.[F:15][C:16]1[CH:24]=[CH:23][C:19]([C:20](Cl)=[O:21])=[CH:18][CH:17]=1. Product: [F:15][C:16]1[CH:24]=[CH:23][C:19]([C:20]([NH:1][C:2]2[CH:7]=[CH:6][CH:5]=[CH:4][CH:3]=2)=[O:21])=[CH:18][CH:17]=1. The catalyst class is: 4. (4) Reactant: [CH2:1]([C:5]1[O:9][C:8]([C:10]2[CH:11]=[C:12]([Cl:25])[C:13]([N:16]3[CH2:21][CH2:20][CH:19]([C:22]([O-:24])=[O:23])[CH2:18][CH2:17]3)=[N:14][CH:15]=2)=[N:7][CH:6]=1)[CH2:2][CH2:3][CH3:4].[Li+].[OH-].Cl. Product: [CH2:1]([C:5]1[O:9][C:8]([C:10]2[CH:11]=[C:12]([Cl:25])[C:13]([N:16]3[CH2:21][CH2:20][CH:19]([C:22]([OH:24])=[O:23])[CH2:18][CH2:17]3)=[N:14][CH:15]=2)=[N:7][CH:6]=1)[CH2:2][CH2:3][CH3:4]. The catalyst class is: 1. (5) Reactant: Cl[C:2]1[N:10]=[C:9]2[C:5]([NH:6][CH:7]=[N:8]2)=[C:4](Cl)[N:3]=1.C(OCC)(=O)C.O1C=CCCC1.C(NCC)C. Product: [N:3]1[CH:4]=[C:5]2[C:9]([N:8]=[CH:7][NH:6]2)=[N:10][CH:2]=1. The catalyst class is: 66. (6) Reactant: [CH3:1][O:2][C:3](=[O:19])[CH2:4][C:5]1[C:13]2[C:8](=[CH:9][C:10]([O:14]C)=[CH:11][CH:12]=2)[N:7]([C:16](=[O:18])[CH3:17])[CH:6]=1.B(Br)(Br)Br. Product: [CH3:1][O:2][C:3](=[O:19])[CH2:4][C:5]1[C:13]2[C:8](=[CH:9][C:10]([OH:14])=[CH:11][CH:12]=2)[N:7]([C:16](=[O:18])[CH3:17])[CH:6]=1. The catalyst class is: 4. (7) Product: [C:29]([O:33][C:34]([N:36]1[CH2:37][CH:38]2[O:44][CH:42]([CH2:41][N:40]([CH2:15][CH2:14][N:10]([CH2:9][CH2:8][O:7][C:6]3[CH:5]=[CH:4][C:3]([C:1]#[N:2])=[CH:28][CH:27]=3)[C:11]([NH2:13])=[O:12])[CH2:39]2)[CH2:43]1)=[O:35])([CH3:32])([CH3:30])[CH3:31]. The catalyst class is: 10. Reactant: [C:1]([C:3]1[CH:28]=[CH:27][C:6]([O:7][CH2:8][CH2:9][N:10]([CH2:14][CH2:15]OS(C2C=CC(C)=CC=2)(=O)=O)[C:11]([NH2:13])=[O:12])=[CH:5][CH:4]=1)#[N:2].[C:29]([O:33][C:34]([N:36]1[CH2:43][CH:42]2[O:44][CH:38]([CH2:39][NH:40][CH2:41]2)[CH2:37]1)=[O:35])([CH3:32])([CH3:31])[CH3:30].C([O-])([O-])=O.[K+].[K+].[Br-].[Li+]. (8) Reactant: C([O-])([O-])=O.[K+].[K+].[CH3:7][O:8][C:9](=[O:17])[C:10]1[CH:15]=[CH:14][C:13]([OH:16])=[CH:12][CH:11]=1.Br[CH2:19][CH2:20][CH2:21][CH2:22][CH2:23][CH2:24][CH2:25][CH2:26][CH2:27][CH3:28]. Product: [CH2:19]([O:16][C:13]1[CH:14]=[CH:15][C:10]([C:9]([O:8][CH3:7])=[O:17])=[CH:11][CH:12]=1)[CH2:20][CH2:21][CH2:22][CH2:23][CH2:24][CH2:25][CH2:26][CH2:27][CH3:28]. The catalyst class is: 23.